Dataset: Reaction yield outcomes from USPTO patents with 853,638 reactions. Task: Predict the reaction yield, written as a fraction of the theoretical maximum amount of product (1.0 means a 100% yield; for example, 0.34 means a 34% yield). The reactants are [C:1]([C:3]1[C:4]([CH3:20])=[CH:5][C:6]([CH2:11][NH:12][C:13](=[O:19])[O:14][C:15]([CH3:18])([CH3:17])[CH3:16])=[N:7][C:8]=1[O:9][CH3:10])#[N:2]. The catalyst is CC(O)=O.C(O)C.[Ni]. The product is [NH2:2][CH2:1][C:3]1[C:4]([CH3:20])=[CH:5][C:6]([CH2:11][NH:12][C:13](=[O:19])[O:14][C:15]([CH3:16])([CH3:17])[CH3:18])=[N:7][C:8]=1[O:9][CH3:10]. The yield is 0.880.